This data is from Full USPTO retrosynthesis dataset with 1.9M reactions from patents (1976-2016). The task is: Predict the reactants needed to synthesize the given product. Given the product [CH3:1][C:2]1[CH:7]=[CH:6][C:5]([C:8]2[O:9][C:10]([CH3:13])=[N:11][N:12]=2)=[CH:4][C:3]=1[C:14]1[CH:19]=[CH:18][C:17]([C:20]([N:22]([CH3:35])[CH2:23][C:24]2[CH:29]=[CH:28][CH:27]=[C:26]([C:30]([F:32])([F:33])[F:31])[CH:25]=2)=[O:21])=[CH:16][CH:15]=1, predict the reactants needed to synthesize it. The reactants are: [CH3:1][C:2]1[CH:7]=[CH:6][C:5]([C:8]2[O:9][C:10]([CH3:13])=[N:11][N:12]=2)=[CH:4][C:3]=1[C:14]1[CH:19]=[CH:18][C:17]([C:20]([NH:22][CH2:23][C:24]2[CH:29]=[CH:28][CH:27]=[C:26]([C:30]([F:33])([F:32])[F:31])[CH:25]=2)=[O:21])=[CH:16][CH:15]=1.I[CH3:35].